Task: Predict the reaction yield, written as a fraction of the theoretical maximum amount of product (1.0 means a 100% yield; for example, 0.34 means a 34% yield).. Dataset: Reaction yield outcomes from USPTO patents with 853,638 reactions (1) The reactants are [C:1]([O:5][C:6]([N:8]1[CH2:13][CH2:12][C:11]([CH:17]([OH:28])[C:18]2[CH:27]=[CH:26][C:25]3[C:20](=[CH:21][CH:22]=[CH:23][CH:24]=3)[N:19]=2)([CH2:14][CH2:15][CH3:16])[CH2:10][CH2:9]1)=[O:7])([CH3:4])([CH3:3])[CH3:2]. The catalyst is C1(C)C=CC=CC=1.[O-2].[Mn+4].[O-2]. The product is [C:1]([O:5][C:6]([N:8]1[CH2:9][CH2:10][C:11]([CH2:14][CH2:15][CH3:16])([C:17]([C:18]2[CH:27]=[CH:26][C:25]3[C:20](=[CH:21][CH:22]=[CH:23][CH:24]=3)[N:19]=2)=[O:28])[CH2:12][CH2:13]1)=[O:7])([CH3:4])([CH3:3])[CH3:2]. The yield is 0.670. (2) The reactants are [NH2:1][C:2]1[N:7]=[CH:6][C:5]([C:8]2[CH:9]=[N:10][N:11]([CH2:13][CH:14]3[CH2:16][CH:15]3[C:17]([O:19]CC)=[O:18])[CH:12]=2)=[CH:4][C:3]=1[O:22][CH:23]([C:25]1[C:30]([Cl:31])=[CH:29][CH:28]=[C:27]([F:32])[C:26]=1[Cl:33])[CH3:24].[OH-].[Na+]. The catalyst is CO. The product is [NH2:1][C:2]1[N:7]=[CH:6][C:5]([C:8]2[CH:9]=[N:10][N:11]([CH2:13][CH:14]3[CH2:16][CH:15]3[C:17]([OH:19])=[O:18])[CH:12]=2)=[CH:4][C:3]=1[O:22][CH:23]([C:25]1[C:30]([Cl:31])=[CH:29][CH:28]=[C:27]([F:32])[C:26]=1[Cl:33])[CH3:24]. The yield is 0.920. (3) The reactants are [OH-].[Na+].C([O:5][C:6](=[O:21])[CH2:7][C:8]([NH:10][C:11]1[CH:16]=[CH:15][CH:14]=[CH:13][C:12]=1[S:17](=[O:20])(=[O:19])[NH2:18])=O)C.Cl. The catalyst is O. The product is [O:19]=[S:17]1(=[O:20])[C:12]2[CH:13]=[CH:14][CH:15]=[CH:16][C:11]=2[NH:10][C:8]([CH2:7][C:6]([OH:5])=[O:21])=[N:18]1. The yield is 0.717. (4) The reactants are C([O:4][C:5]1[C:10]([O:11][CH2:12][CH:13]=[CH2:14])=[CH:9][CH:8]=[CH:7][C:6]=1[C:15](=[O:17])[CH3:16])C=C.[Cl-].[NH4+]. The catalyst is [N+](CCCC)(CCCC)(CCCC)CCCC.[I-].C(Cl)Cl.Cl[Ti](Cl)(Cl)Cl. The product is [CH2:12]([O:11][C:10]1[C:5]([OH:4])=[C:6]([C:15](=[O:17])[CH3:16])[CH:7]=[CH:8][CH:9]=1)[CH:13]=[CH2:14]. The yield is 0.800.